Dataset: Reaction yield outcomes from USPTO patents with 853,638 reactions. Task: Predict the reaction yield, written as a fraction of the theoretical maximum amount of product (1.0 means a 100% yield; for example, 0.34 means a 34% yield). (1) The reactants are [CH:1]1([N:7]([CH:19]2[CH2:24][CH2:23][CH2:22][CH2:21][CH2:20]2)[C:8](=[O:18])[NH:9][C:10]2[S:11][CH:12]=[C:13]([C:15](O)=[O:16])[N:14]=2)[CH2:6][CH2:5][CH2:4][CH2:3][CH2:2]1.[CH3:25][O:26][C:27](=[O:30])[CH2:28][NH2:29]. No catalyst specified. The product is [CH3:25][O:26][C:27](=[O:30])[CH2:28][NH:29][C:15]([C:13]1[N:14]=[C:10]([NH:9][C:8]([N:7]([CH:19]2[CH2:24][CH2:23][CH2:22][CH2:21][CH2:20]2)[CH:1]2[CH2:6][CH2:5][CH2:4][CH2:3][CH2:2]2)=[O:18])[S:11][CH:12]=1)=[O:16]. The yield is 0.300. (2) The reactants are [F:1][C:2]1[CH:7]=[C:6]([C:8]2[CH:13]=[CH:12][CH:11]=[C:10]([F:14])[CH:9]=2)[CH:5]=[C:4]([N+:15]([O-])=O)[C:3]=1[CH3:18]. The catalyst is CCO.[Pd]. The product is [F:1][C:2]1[C:3]([CH3:18])=[C:4]([CH:5]=[C:6]([C:8]2[CH:13]=[CH:12][CH:11]=[C:10]([F:14])[CH:9]=2)[CH:7]=1)[NH2:15]. The yield is 0.440. (3) The reactants are Br[C:2]1[N:3]=[C:4]([NH2:16])[C:5]2[N:6]([N:8]=[C:9]([C:11]3[O:12][CH:13]=[CH:14][CH:15]=3)[N:10]=2)[CH:7]=1.[C:17]([O:21][C:22]([N:24]1[CH2:29][CH:28]=[C:27](B2OC(C)(C)C(C)(C)O2)[CH2:26][CH2:25]1)=[O:23])([CH3:20])([CH3:19])[CH3:18].C([O-])([O-])=O.[Na+].[Na+]. The catalyst is CN(C=O)C. The product is [C:17]([O:21][C:22]([N:24]1[CH2:25][CH:26]=[C:27]([C:2]2[N:3]=[C:4]([NH2:16])[C:5]3[N:6]([N:8]=[C:9]([C:11]4[O:12][CH:13]=[CH:14][CH:15]=4)[N:10]=3)[CH:7]=2)[CH2:28][CH2:29]1)=[O:23])([CH3:20])([CH3:18])[CH3:19]. The yield is 0.470. (4) The reactants are C([O:3][C:4]([C:6]1[C:10]([CH3:11])=[CH:9][NH:8][C:7]=1[CH2:12][CH2:13][NH:14][CH2:15][CH2:16][N:17]1[CH2:21][CH2:20][CH2:19][CH2:18]1)=O)C.C[Al](C)C.Cl.[OH-].[Na+]. The catalyst is C1(C)C=CC=CC=1.O. The product is [CH3:11][C:10]1[C:6]2[C:4](=[O:3])[N:14]([CH2:15][CH2:16][N:17]3[CH2:21][CH2:20][CH2:19][CH2:18]3)[CH2:13][CH2:12][C:7]=2[NH:8][CH:9]=1. The yield is 0.592. (5) The reactants are Cl.[CH3:2][NH2:3].[Cl:4][C:5]1[N:6]([S:19]([C:22]2[CH:23]=[N:24][CH:25]=[CH:26][CH:27]=2)(=[O:21])=[O:20])[C:7]([C:12]2[CH:17]=[CH:16][CH:15]=[CH:14][C:13]=2[F:18])=[CH:8][C:9]=1[CH:10]=[O:11].[C:38]([O:37][BH-]([O:37][C:38](=[O:40])[CH3:39])[O:37][C:38](=[O:40])[CH3:39])(=[O:40])[CH3:39].[Na+].C[OH:43]. No catalyst specified. The product is [C:38]([OH:37])(=[O:40])/[CH:39]=[CH:9]/[C:10]([OH:11])=[O:43].[Cl:4][C:5]1[N:6]([S:19]([C:22]2[CH:23]=[N:24][CH:25]=[CH:26][CH:27]=2)(=[O:21])=[O:20])[C:7]([C:12]2[CH:17]=[CH:16][CH:15]=[CH:14][C:13]=2[F:18])=[CH:8][C:9]=1[CH2:10][NH:3][CH3:2]. The yield is 0.290.